This data is from Peptide-MHC class II binding affinity with 134,281 pairs from IEDB. The task is: Regression. Given a peptide amino acid sequence and an MHC pseudo amino acid sequence, predict their binding affinity value. This is MHC class II binding data. (1) The peptide sequence is EGTVDFIFGEARSLY. The MHC is HLA-DQA10104-DQB10503 with pseudo-sequence HLA-DQA10104-DQB10503. The binding affinity (normalized) is 0.282. (2) The peptide sequence is DDIKATYDKGILTVSVAVSE. The MHC is DRB1_1301 with pseudo-sequence DRB1_1301. The binding affinity (normalized) is 0. (3) The peptide sequence is GLLYTVKYPNLSDLD. The MHC is DRB1_0301 with pseudo-sequence DRB1_0301. The binding affinity (normalized) is 0.469.